This data is from Reaction yield outcomes from USPTO patents with 853,638 reactions. The task is: Predict the reaction yield, written as a fraction of the theoretical maximum amount of product (1.0 means a 100% yield; for example, 0.34 means a 34% yield). (1) The reactants are [Cl:1][C:2]1[CH:3]=[C:4]([CH:18]=[CH:19][C:20]=1[Cl:21])[CH2:5][NH:6][C:7]1[CH:8]=[CH:9][C:10]2[N:11]([C:13]([NH2:17])=[C:14]([CH3:16])[N:15]=2)[N:12]=1.N1C=CC=CC=1.[C:28](O[C:28](=[O:31])[CH2:29][CH3:30])(=[O:31])[CH2:29][CH3:30]. The catalyst is ClCCl. The product is [Cl:1][C:2]1[CH:3]=[C:4]([CH:18]=[CH:19][C:20]=1[Cl:21])[CH2:5][NH:6][C:7]1[CH:8]=[CH:9][C:10]2[N:11]([C:13]([NH:17][C:28](=[O:31])[CH2:29][CH3:30])=[C:14]([CH3:16])[N:15]=2)[N:12]=1. The yield is 0.620. (2) The product is [C:28]1([CH:7]([C:1]2[CH:2]=[CH:3][CH:4]=[CH:5][CH:6]=2)[N:8]2[C:16]3[C:11](=[CH:12][CH:13]=[CH:14][CH:15]=3)[C:10]3([C:17]4[C:18](=[CH:19][C:20]5[O:24][CH2:23][CH2:22][C:21]=5[CH:25]=4)[O:26][CH2:36][CH2:35]3)[C:9]2=[O:27])[CH:33]=[CH:32][CH:31]=[CH:30][CH:29]=1. The reactants are [C:1]1([CH:7]([C:28]2[CH:33]=[CH:32][CH:31]=[CH:30][CH:29]=2)[N:8]2[C:16]3[C:11](=[CH:12][CH:13]=[CH:14][CH:15]=3)[CH:10]([C:17]3[C:18]([OH:26])=[CH:19][C:20]4[O:24][CH2:23][CH2:22][C:21]=4[CH:25]=3)[C:9]2=[O:27])[CH:6]=[CH:5][CH:4]=[CH:3][CH:2]=1.Br[CH2:35][CH2:36]Br.C(=O)([O-])[O-].[Cs+].[Cs+]. The catalyst is O1CCCC1. The yield is 0.390. (3) The yield is 0.990. The catalyst is C(Cl)Cl. The product is [CH:2]([C@H:3]1[CH2:10][N:9]([C:11]([O:13][C:14]([CH3:17])([CH3:15])[CH3:16])=[O:12])[CH2:8][C:5]2([CH2:6][CH2:7]2)[N:4]1[C:18]([O:20][CH2:21][CH:22]1[C:23]2[CH:24]=[CH:25][CH:26]=[CH:27][C:28]=2[C:29]2[C:34]1=[CH:33][CH:32]=[CH:31][CH:30]=2)=[O:19])=[O:1]. The reactants are [OH:1][CH2:2][C@H:3]1[CH2:10][N:9]([C:11]([O:13][C:14]([CH3:17])([CH3:16])[CH3:15])=[O:12])[CH2:8][C:5]2([CH2:7][CH2:6]2)[N:4]1[C:18]([O:20][CH2:21][CH:22]1[C:34]2[CH:33]=[CH:32][CH:31]=[CH:30][C:29]=2[C:28]2[C:23]1=[CH:24][CH:25]=[CH:26][CH:27]=2)=[O:19].CC(OI1(OC(C)=O)(OC(C)=O)OC(=O)C2C=CC=CC1=2)=O. (4) The reactants are [Cl:1][C:2]1[CH:7]=[CH:6][C:5]([CH:8]2[CH2:13][CH2:12][N:11](C(OCC(Cl)(Cl)Cl)=O)[CH2:10][CH:9]2[O:22][CH2:23][C:24]2[CH:33]=[CH:32][C:31]3[C:26](=[CH:27][CH:28]=[CH:29][CH:30]=3)[CH:25]=2)=[CH:4][CH:3]=1. The catalyst is C(O)(=O)C.O.[Zn]. The product is [Cl:1][C:2]1[CH:7]=[CH:6][C:5]([CH:8]2[CH2:13][CH2:12][NH:11][CH2:10][CH:9]2[O:22][CH2:23][C:24]2[CH:33]=[CH:32][C:31]3[C:26](=[CH:27][CH:28]=[CH:29][CH:30]=3)[CH:25]=2)=[CH:4][CH:3]=1. The yield is 0.740. (5) The reactants are N1CCCC1C(O)=O.C(=O)([O-])[O-].[K+].[K+].Br[C:16]1[N:17]=[C:18]2[C:24]([C:25](=[O:30])[C:26]([CH3:29])([CH3:28])[CH3:27])=[CH:23][N:22]([CH2:31][O:32][CH2:33][CH2:34][Si:35]([CH3:38])([CH3:37])[CH3:36])[C:19]2=[N:20][CH:21]=1.[NH:39]1[C:47]2[C:42](=[CH:43][CH:44]=[CH:45][CH:46]=2)[CH:41]=[CH:40]1.C(=O)(O)[O-].[Na+]. The catalyst is [Cu](I)I.CCOC(C)=O.CS(C)=O. The product is [N:39]1([C:16]2[N:17]=[C:18]3[C:24]([C:25](=[O:30])[C:26]([CH3:29])([CH3:28])[CH3:27])=[CH:23][N:22]([CH2:31][O:32][CH2:33][CH2:34][Si:35]([CH3:38])([CH3:37])[CH3:36])[C:19]3=[N:20][CH:21]=2)[C:47]2[C:42](=[CH:43][CH:44]=[CH:45][CH:46]=2)[CH:41]=[CH:40]1. The yield is 0.610.